From a dataset of Reaction yield outcomes from USPTO patents with 853,638 reactions. Predict the reaction yield, written as a fraction of the theoretical maximum amount of product (1.0 means a 100% yield; for example, 0.34 means a 34% yield). (1) The reactants are [C:1]([O:5][C:6]([N:8]([CH3:17])[CH2:9][CH2:10][C:11](=[O:16])[C:12]([O:14][CH3:15])=[O:13])=[O:7])([CH3:4])([CH3:3])[CH3:2].[C:18]([Mg]Br)#[CH:19].C1COCC1. The catalyst is O1CCCC1. The product is [C:1]([O:5][C:6]([N:8]([CH3:17])[CH2:9][CH2:10][C:11]([OH:16])([C:18]#[CH:19])[C:12]([O:14][CH3:15])=[O:13])=[O:7])([CH3:2])([CH3:4])[CH3:3]. The yield is 0.740. (2) The reactants are [CH2:1]([C:3]1[CH:4]=[CH:5][C:6]([O:17]C)=[C:7]([C:9]([C:11]2[CH:16]=[CH:15][CH:14]=[CH:13][N:12]=2)=[O:10])[CH:8]=1)[CH3:2]. The catalyst is C(Cl)Cl.CCOCC. The product is [CH2:1]([C:3]1[CH:4]=[CH:5][C:6]([OH:17])=[C:7]([C:9]([C:11]2[CH:16]=[CH:15][CH:14]=[CH:13][N:12]=2)=[O:10])[CH:8]=1)[CH3:2]. The yield is 0.820.